From a dataset of Full USPTO retrosynthesis dataset with 1.9M reactions from patents (1976-2016). Predict the reactants needed to synthesize the given product. (1) Given the product [C:1]([O:4][CH2:5][C:6]1[C:11]([C:12]2[CH:17]=[CH:16][N:15]=[C:14]3[NH:18][C:40]([C:38]4[CH:37]=[N:36][N:35]([CH3:34])[CH:39]=4)=[N:19][C:13]=23)=[CH:10][CH:9]=[CH:8][C:7]=1[N:20]1[CH2:29][CH2:28][C:27]2[C:22](=[CH:23][CH:24]=[C:25]([CH:30]3[CH2:32][CH2:31]3)[CH:26]=2)[C:21]1=[O:33])(=[O:3])[CH3:2], predict the reactants needed to synthesize it. The reactants are: [C:1]([O:4][CH2:5][C:6]1[C:11]([C:12]2[CH:17]=[CH:16][N:15]=[C:14]([NH2:18])[C:13]=2[NH2:19])=[CH:10][CH:9]=[CH:8][C:7]=1[N:20]1[CH2:29][CH2:28][C:27]2[C:22](=[CH:23][CH:24]=[C:25]([CH:30]3[CH2:32][CH2:31]3)[CH:26]=2)[C:21]1=[O:33])(=[O:3])[CH3:2].[CH3:34][N:35]1[CH:39]=[C:38]([CH:40]=O)[CH:37]=[N:36]1.CN(C=O)C.O.C1(C)C=CC(S(O)(=O)=O)=CC=1. (2) Given the product [F:1][C:2]1[C:10]([N+:11]([O-:13])=[O:12])=[CH:9][CH:8]=[C:7]([F:14])[C:3]=1[C:4]([N:16]1[CH2:20][CH2:19][CH2:18][C@H:17]1[C:21]([O:23][CH3:24])=[O:22])=[O:6], predict the reactants needed to synthesize it. The reactants are: [F:1][C:2]1[C:10]([N+:11]([O-:13])=[O:12])=[CH:9][CH:8]=[C:7]([F:14])[C:3]=1[C:4]([OH:6])=O.Cl.[NH:16]1[CH2:20][CH2:19][CH2:18][C@H:17]1[C:21]([O:23][CH3:24])=[O:22].C(N(CC)CC)C.C(=O)([O-])O.[Na+].